From a dataset of Full USPTO retrosynthesis dataset with 1.9M reactions from patents (1976-2016). Predict the reactants needed to synthesize the given product. Given the product [CH2:1]([O:3][C:4](=[O:22])[CH2:5][C:6]1[CH:11]=[CH:10][CH:9]=[C:8]([O:12][C:13]2[CH:18]=[CH:17][C:16]([Br:19])=[CH:15][C:14]=2[CH2:20][S:23][C:24]2[S:25][CH:26]=[CH:27][N:28]=2)[CH:7]=1)[CH3:2], predict the reactants needed to synthesize it. The reactants are: [CH2:1]([O:3][C:4](=[O:22])[CH2:5][C:6]1[CH:11]=[CH:10][CH:9]=[C:8]([O:12][C:13]2[CH:18]=[CH:17][C:16]([Br:19])=[CH:15][C:14]=2[CH2:20]Br)[CH:7]=1)[CH3:2].[SH:23][C:24]1[S:25][CH:26]=[CH:27][N:28]=1.